This data is from Reaction yield outcomes from USPTO patents with 853,638 reactions. The task is: Predict the reaction yield, written as a fraction of the theoretical maximum amount of product (1.0 means a 100% yield; for example, 0.34 means a 34% yield). (1) The reactants are C[CH:2]([C:6](Cl)=[O:7])[C:3](Cl)=[O:4].[C:9]1([CH:15]2[NH:20][CH2:19][CH2:18][N:17]3[CH:21]=[CH:22][CH:23]=[C:16]23)[CH:14]=[CH:13][CH:12]=[CH:11][CH:10]=1.CCN(CC)CC.C(Cl)(Cl)Cl.[C:35](OCC)(=[O:37])C. The catalyst is C(Cl)Cl. The product is [CH3:35][O:37][C:6](=[O:7])[CH2:2][C:3](=[O:4])[N:20]1[CH2:19][CH2:18][N:17]2[CH:21]=[CH:22][CH:23]=[C:16]2[CH:15]1[C:9]1[CH:10]=[CH:11][CH:12]=[CH:13][CH:14]=1. The yield is 0.550. (2) The product is [NH2:21][C:19]1[CH:18]=[CH:17][C:3]([CH2:4][NH:5][S:6]([NH:9][C:10](=[O:16])[O:11][C:12]([CH3:15])([CH3:14])[CH3:13])(=[O:8])=[O:7])=[C:2]([F:1])[CH:20]=1. The catalyst is C(O)C.O1CCCC1.[Pd]. The yield is 0.990. The reactants are [F:1][C:2]1[CH:20]=[C:19]([N+:21]([O-])=O)[CH:18]=[CH:17][C:3]=1[CH2:4][NH:5][S:6]([NH:9][C:10](=[O:16])[O:11][C:12]([CH3:15])([CH3:14])[CH3:13])(=[O:8])=[O:7]. (3) The reactants are [OH:1][C:2]1[CH:12]=[CH:11][C:5]([C:6]([O:8][CH2:9][CH3:10])=[O:7])=[CH:4][CH:3]=1.C(=O)([O-])[O-].[K+].[K+].Br[CH2:20][CH2:21][O:22][CH2:23][CH2:24][O:25][CH3:26]. The catalyst is COCCOC.[I-].[K+]. The product is [CH3:26][O:25][CH2:24][CH2:23][O:22][CH2:21][CH2:20][O:1][C:2]1[CH:3]=[CH:4][C:5]([C:6]([O:8][CH2:9][CH3:10])=[O:7])=[CH:11][CH:12]=1. The yield is 0.670.